This data is from Catalyst prediction with 721,799 reactions and 888 catalyst types from USPTO. The task is: Predict which catalyst facilitates the given reaction. (1) Reactant: [C:1]([N:4]1[C:12]2[C:7](=[CH:8][CH:9]=[CH:10][CH:11]=2)[CH2:6][CH2:5]1)(=[O:3])[CH3:2].[F:13][C:14]([F:27])([F:26])[S:15]([O:18]S(C(F)(F)F)(=O)=O)(=[O:17])=[O:16]. Product: [C:1]([N:4]1[C:12]2[C:7](=[CH:8][C:9]([O:18][S:15]([C:14]([F:27])([F:13])[F:26])(=[O:16])=[O:17])=[C:10]([C:14]([F:27])([F:26])[F:13])[CH:11]=2)[CH2:6][CH2:5]1)(=[O:3])[CH3:2]. The catalyst class is: 17. (2) Reactant: [CH2:1]([O:3][C:4]([C:6]1(O)[CH2:10][N:9]([C:11]2[CH:16]=[CH:15][C:14]([Cl:17])=[CH:13][CH:12]=2)[C:8]([CH2:18][C:19]2[CH:24]=[CH:23][C:22]([F:25])=[CH:21][CH:20]=2)=[N:7]1)=[O:5])[CH3:2].O.C1(C)C=CC(S(O)(=O)=O)=CC=1. Product: [CH2:1]([O:3][C:4]([C:6]1[N:7]=[C:8]([CH2:18][C:19]2[CH:20]=[CH:21][C:22]([F:25])=[CH:23][CH:24]=2)[N:9]([C:11]2[CH:12]=[CH:13][C:14]([Cl:17])=[CH:15][CH:16]=2)[CH:10]=1)=[O:5])[CH3:2]. The catalyst class is: 11. (3) Reactant: [Cl:1][C:2]1[CH:7]=[CH:6][C:5]([NH:8][C:9]2[N:13]([CH3:14])[C:12]3[CH:15]=[CH:16][C:17]([O:19][C:20]4([C:26](O)=O)[CH:25]=[CH:24][CH:23]=[CH:22][NH:21]4)=[CH:18][C:11]=3[N:10]=2)=[CH:4][C:3]=1[C:29]([F:32])([F:31])[F:30].[NH:33]1[CH2:38][CH2:37]C[CH2:35][CH:34]1[CH2:39][CH2:40][NH2:41].CN([C:45]([O:49]N1N=NC2C=CC=CC1=2)=[N+](C)C)C.F[P-](F)(F)(F)(F)F.C(N(CC)C(C)C)(C)C. Product: [Cl:1][C:2]1[CH:7]=[CH:6][C:5]([NH:8][C:9]2[N:13]([CH3:14])[C:12]3[CH:15]=[CH:16][C:17]([O:19][C:20]4([CH:26]5[CH2:37][CH2:38][NH:33][CH:34]([CH2:39][CH2:40][NH:41][CH:45]=[O:49])[CH2:35]5)[CH:25]=[CH:24][CH:23]=[CH:22][NH:21]4)=[CH:18][C:11]=3[N:10]=2)=[CH:4][C:3]=1[C:29]([F:32])([F:31])[F:30]. The catalyst class is: 7.